Dataset: Reaction yield outcomes from USPTO patents with 853,638 reactions. Task: Predict the reaction yield, written as a fraction of the theoretical maximum amount of product (1.0 means a 100% yield; for example, 0.34 means a 34% yield). (1) The reactants are [C:1]1([C:7]2[S:11][N:10]=[C:9]([C:12](OCC)=[O:13])[N:8]=2)[CH:6]=[CH:5][CH:4]=[CH:3][CH:2]=1.C(O)C.[BH4-].[Na+].Cl. No catalyst specified. The product is [C:1]1([C:7]2[S:11][N:10]=[C:9]([CH2:12][OH:13])[N:8]=2)[CH:2]=[CH:3][CH:4]=[CH:5][CH:6]=1. The yield is 0.130. (2) The reactants are C(OC([NH:8][CH2:9][CH2:10][N:11]1[CH2:15][CH:14]([C:16]2[CH:21]=[CH:20][CH:19]=[CH:18][CH:17]=2)[C:13]([C:22]2[CH:27]=[CH:26][C:25]([Cl:28])=[CH:24][CH:23]=2)=[N:12]1)=O)(C)(C)C.FC(F)(F)C(O)=O. The catalyst is ClCCl. The product is [NH2:8][CH2:9][CH2:10][N:11]1[CH2:15][CH:14]([C:16]2[CH:21]=[CH:20][CH:19]=[CH:18][CH:17]=2)[C:13]([C:22]2[CH:23]=[CH:24][C:25]([Cl:28])=[CH:26][CH:27]=2)=[N:12]1. The yield is 1.00. (3) The reactants are C([NH:4][C:5]1[CH:6]=[C:7]2[C:11](=[CH:12][CH:13]=1)[C:10]1([C:17](=[O:18])[N:16]([CH2:19][C:20]([N:22]([CH2:28][C:29]3[CH:34]=[CH:33][CH:32]=[CH:31][CH:30]=3)[C@H:23]([CH:25]3[CH2:27][CH2:26]3)[CH3:24])=[O:21])[C:15](=[O:35])[NH:14]1)[CH2:9][CH2:8]2)(=O)C.Cl.O. The catalyst is CO. The product is [NH2:4][C:5]1[CH:6]=[C:7]2[C:11](=[CH:12][CH:13]=1)[C:10]1([C:17](=[O:18])[N:16]([CH2:19][C:20]([N:22]([CH2:28][C:29]3[CH:34]=[CH:33][CH:32]=[CH:31][CH:30]=3)[C@H:23]([CH:25]3[CH2:26][CH2:27]3)[CH3:24])=[O:21])[C:15](=[O:35])[NH:14]1)[CH2:9][CH2:8]2. The yield is 0.620.